From a dataset of Forward reaction prediction with 1.9M reactions from USPTO patents (1976-2016). Predict the product of the given reaction. (1) The product is: [CH3:1][O:2][C:3]1[CH:8]=[C:7]([NH2:9])[CH:6]=[N:5][C:4]=1[N:12]1[CH:16]=[C:15]([CH3:17])[N:14]=[CH:13]1. Given the reactants [CH3:1][O:2][C:3]1[C:4]([N:12]2[CH:16]=[C:15]([CH3:17])[N:14]=[CH:13]2)=[N:5][CH:6]=[C:7]([N+:9]([O-])=O)[CH:8]=1.[BH4-].[Na+].CO, predict the reaction product. (2) Given the reactants [C:1]([O:5][C:6]([N:8]1[CH2:13][C@H:12]([CH2:14][N:15]2[CH2:20][CH2:19][O:18][CH2:17][C@H:16]2[CH3:21])[N:11]([CH2:22][C:23]([OH:25])=O)[CH2:10][C@H:9]1[CH3:26])=[O:7])([CH3:4])([CH3:3])[CH3:2].[F:27][C:28]1[CH:45]=[CH:44][CH:43]=[CH:42][C:29]=1[CH2:30][C:31]1[CH:32]=[C:33]2[NH:39][CH2:38][C:37]([CH3:41])([CH3:40])[C:34]2=[N:35][CH:36]=1.CN(C(ON1N=NC2C=CC=NC1=2)=[N+](C)C)C.F[P-](F)(F)(F)(F)F.C(N(CC)C(C)C)(C)C.C(=O)([O-])O.[Na+], predict the reaction product. The product is: [C:1]([O:5][C:6]([N:8]1[CH2:13][C@H:12]([CH2:14][N:15]2[CH2:20][CH2:19][O:18][CH2:17][C@H:16]2[CH3:21])[N:11]([CH2:22][C:23]([N:39]2[C:33]3[C:34](=[N:35][CH:36]=[C:31]([CH2:30][C:29]4[CH:42]=[CH:43][CH:44]=[CH:45][C:28]=4[F:27])[CH:32]=3)[C:37]([CH3:41])([CH3:40])[CH2:38]2)=[O:25])[CH2:10][C@H:9]1[CH3:26])=[O:7])([CH3:3])([CH3:4])[CH3:2]. (3) Given the reactants O.[NH2:2][NH2:3].CO[C:6](=[O:38])[CH2:7][C:8]1[CH:13]=[CH:12][CH:11]=[C:10]([NH:14][C:15]2[C:16]3[C:23]([C:24]4[CH:29]=[CH:28][C:27]([O:30][CH3:31])=[CH:26][CH:25]=4)=[C:22]([C:32]4[CH:37]=[CH:36][CH:35]=[CH:34][CH:33]=4)[O:21][C:17]=3[N:18]=[CH:19][N:20]=2)[CH:9]=1, predict the reaction product. The product is: [CH3:31][O:30][C:27]1[CH:28]=[CH:29][C:24]([C:23]2[C:16]3[C:15]([NH:14][C:10]4[CH:9]=[C:8]([CH2:7][C:6]([NH:2][NH2:3])=[O:38])[CH:13]=[CH:12][CH:11]=4)=[N:20][CH:19]=[N:18][C:17]=3[O:21][C:22]=2[C:32]2[CH:37]=[CH:36][CH:35]=[CH:34][CH:33]=2)=[CH:25][CH:26]=1.